From a dataset of Reaction yield outcomes from USPTO patents with 853,638 reactions. Predict the reaction yield, written as a fraction of the theoretical maximum amount of product (1.0 means a 100% yield; for example, 0.34 means a 34% yield). (1) The reactants are [F:1][C:2]1[CH:7]=[CH:6][CH:5]=[CH:4][C:3]=1[C@:8]1([CH2:32][C:33]([OH:36])([CH3:35])[CH3:34])[O:13][C:12](=[O:14])[N:11]([C@H:15]([C:17]2[CH:22]=[CH:21][C:20](B3OC(C)(C)C(C)(C)O3)=[CH:19][CH:18]=2)[CH3:16])[CH2:10][CH2:9]1.Br[C:38]1[CH:39]=[CH:40][C:41](=[O:45])[N:42]([CH3:44])[CH:43]=1.C([O-])([O-])=O.[Cs+].[Cs+]. The catalyst is O1CCOCC1.Cl[Pd](Cl)([P](C1C=CC=CC=1)(C1C=CC=CC=1)C1C=CC=CC=1)[P](C1C=CC=CC=1)(C1C=CC=CC=1)C1C=CC=CC=1. The product is [F:1][C:2]1[CH:7]=[CH:6][CH:5]=[CH:4][C:3]=1[C@:8]1([CH2:32][C:33]([OH:36])([CH3:35])[CH3:34])[O:13][C:12](=[O:14])[N:11]([C@H:15]([C:17]2[CH:18]=[CH:19][C:20]([C:38]3[CH:39]=[CH:40][C:41](=[O:45])[N:42]([CH3:44])[CH:43]=3)=[CH:21][CH:22]=2)[CH3:16])[CH2:10][CH2:9]1. The yield is 0.100. (2) The reactants are [Cl:1][C:2]1[CH:7]=[C:6]([Cl:8])[CH:5]=[CH:4][C:3]=1[C:9]1[N:10]=[C:11](/[CH:14]=[CH:15]/[C:16]2[CH:21]=[CH:20][C:19]([C:22]3[CH:27]=[CH:26][C:25]([O:28][CH3:29])=[CH:24][CH:23]=3)=[CH:18][CH:17]=2)[NH:12][CH:13]=1.Br[CH2:31][C:32]([O:34]C)=[O:33]. No catalyst specified. The product is [Cl:1][C:2]1[CH:7]=[C:6]([Cl:8])[CH:5]=[CH:4][C:3]=1[C:9]1[N:10]=[C:11](/[CH:14]=[CH:15]/[C:16]2[CH:21]=[CH:20][C:19]([C:22]3[CH:23]=[CH:24][C:25]([O:28][CH3:29])=[CH:26][CH:27]=3)=[CH:18][CH:17]=2)[N:12]([CH2:31][C:32]([OH:34])=[O:33])[CH:13]=1. The yield is 0.560. (3) The reactants are [NH2:1][CH2:2][CH:3]1[CH2:8][CH2:7][O:6][CH2:5][CH2:4]1.[Cl:9][C:10]1[CH:11]=[CH:12][C:13]2[N:18]=[C:17]([C:19]3[C:28]4[C:23](=[CH:24][CH:25]=[CH:26][CH:27]=4)[CH:22]=[CH:21][CH:20]=3)[O:16][C:15](=[O:29])[C:14]=2[CH:30]=1.C(N(C(C)C)CC)(C)C. The catalyst is CN(C=O)C. The product is [Cl:9][C:10]1[CH:11]=[CH:12][C:13]([NH:18][C:17]([C:19]2[C:28]3[C:23](=[CH:24][CH:25]=[CH:26][CH:27]=3)[CH:22]=[CH:21][CH:20]=2)=[O:16])=[C:14]([C:15]([NH:1][CH2:2][CH:3]2[CH2:8][CH2:7][O:6][CH2:5][CH2:4]2)=[O:29])[CH:30]=1. The yield is 0.930. (4) The reactants are [CH2:1]([C:3]([O:13][CH2:14][CH2:15][CH2:16][CH2:17]/[CH:18]=[CH:19]\[CH2:20]/[CH:21]=[CH:22]\[CH2:23]/[CH:24]=[CH:25]\[CH2:26]/[CH:27]=[CH:28]\[CH2:29]/[CH:30]=[CH:31]\[CH2:32][CH3:33])([CH2:11][CH3:12])[C:4]([O:6]C(C)(C)C)=[O:5])[CH3:2]. The catalyst is C(O)=O. The product is [CH2:1]([C:3]([O:13][CH2:14][CH2:15][CH2:16][CH2:17]/[CH:18]=[CH:19]\[CH2:20]/[CH:21]=[CH:22]\[CH2:23]/[CH:24]=[CH:25]\[CH2:26]/[CH:27]=[CH:28]\[CH2:29]/[CH:30]=[CH:31]\[CH2:32][CH3:33])([CH2:11][CH3:12])[C:4]([OH:6])=[O:5])[CH3:2]. The yield is 0.740. (5) The reactants are [Cl:1][C:2]1[CH:10]=[CH:9][C:5]([C:6]([OH:8])=O)=[CH:4][CH:3]=1.[CH2:11]([O:13][C:14](=[O:33])[CH2:15][CH2:16][C:17]1[CH:22]=[CH:21][CH:20]=[C:19]([N:23]2[C:27]([NH2:28])=[CH:26][C:25]([C:29]([CH3:32])([CH3:31])[CH3:30])=[N:24]2)[CH:18]=1)[CH3:12]. The catalyst is O=S(Cl)Cl.C(Cl)Cl. The product is [CH2:11]([O:13][C:14](=[O:33])[CH2:15][CH2:16][C:17]1[CH:22]=[CH:21][CH:20]=[C:19]([N:23]2[C:27]([NH:28][C:6](=[O:8])[C:5]3[CH:4]=[CH:3][C:2]([Cl:1])=[CH:10][CH:9]=3)=[CH:26][C:25]([C:29]([CH3:32])([CH3:31])[CH3:30])=[N:24]2)[CH:18]=1)[CH3:12]. The yield is 0.640. (6) The yield is 0.120. The product is [Cl:1][C:2]1[CH:7]=[CH:6][C:5]([C:8]2[C:17]3[C:12](=[CH:13][CH:14]=[C:15]([C:18]([NH:57][NH:56][S:53]([CH3:52])(=[O:55])=[O:54])=[O:20])[CH:16]=3)[CH:11]=[N:10][CH:9]=2)=[CH:4][CH:3]=1. The reactants are [Cl:1][C:2]1[CH:7]=[CH:6][C:5]([C:8]2[C:17]3[C:12](=[CH:13][CH:14]=[C:15]([C:18]([OH:20])=O)[CH:16]=3)[CH:11]=[N:10][CH:9]=2)=[CH:4][CH:3]=1.F[B-](F)(F)F.N1(OC(N(C)C)=[N+](C)C)C2C=CC=CC=2N=N1.C(N(CC)C(C)C)(C)C.[CH3:52][S:53]([NH:56][NH2:57])(=[O:55])=[O:54]. The catalyst is CN(C)C=O. (7) No catalyst specified. The product is [Cl:3][C:4]1[N:5]=[C:6]([O:25][CH:22]([CH3:24])[CH3:23])[C:7]2[N:13]=[C:12]([C:14]3[CH:19]=[CH:18][C:17]([F:20])=[CH:16][CH:15]=3)[CH:11]=[CH:10][C:8]=2[N:9]=1. The yield is 0.300. The reactants are [H-].[Na+].[Cl:3][C:4]1[N:5]=[C:6](Cl)[C:7]2[N:13]=[C:12]([C:14]3[CH:19]=[CH:18][C:17]([F:20])=[CH:16][CH:15]=3)[CH:11]=[CH:10][C:8]=2[N:9]=1.[CH:22]([OH:25])([CH3:24])[CH3:23].